Dataset: Catalyst prediction with 721,799 reactions and 888 catalyst types from USPTO. Task: Predict which catalyst facilitates the given reaction. (1) Reactant: S(Cl)([Cl:3])=O.O[CH2:6][C:7]1[S:11][C:10]([NH:12][C:13](=[O:35])[CH2:14][N:15]2[CH:19]=[C:18]([O:20][C:21]3[C:30]4[C:25](=[CH:26][C:27]([O:33][CH3:34])=[C:28]([O:31][CH3:32])[CH:29]=4)[N:24]=[CH:23][N:22]=3)[CH:17]=[N:16]2)=[N:9][CH:8]=1. Product: [Cl:3][CH2:6][C:7]1[S:11][C:10]([NH:12][C:13](=[O:35])[CH2:14][N:15]2[CH:19]=[C:18]([O:20][C:21]3[C:30]4[C:25](=[CH:26][C:27]([O:33][CH3:34])=[C:28]([O:31][CH3:32])[CH:29]=4)[N:24]=[CH:23][N:22]=3)[CH:17]=[N:16]2)=[N:9][CH:8]=1. The catalyst class is: 2. (2) Reactant: [C:1]([O:5][C:6]([N:8]1[CH2:11][C:10]([CH3:30])([C@@H:12]([C:14]2[CH:15]=[C:16]3[C:25](=[CH:26][CH:27]=2)[O:24][CH2:23][C:22]2[N:17]3[C@H:18]([CH3:29])[C:19](=[O:28])[NH:20][N:21]=2)[CH3:13])[CH2:9]1)=[O:7])([CH3:4])([CH3:3])[CH3:2].[Br:31]Br.CO.C(OC(OC(C)(C)C)=O)(OC(C)(C)C)=O. Product: [C:1]([O:5][C:6]([N:8]1[CH2:11][C:10]([C@H:12]([C:14]2[CH:15]=[C:16]3[C:25](=[CH:26][C:27]=2[Br:31])[O:24][CH2:23][C:22]2[N:17]3[C@H:18]([CH3:29])[C:19](=[O:28])[NH:20][N:21]=2)[CH3:13])([CH3:30])[CH2:9]1)=[O:7])([CH3:2])([CH3:3])[CH3:4]. The catalyst class is: 52. (3) Reactant: [S:1]1[C:5]2[CH2:6][CH2:7][CH2:8][C:4]=2[N:3]=[C:2]1[C:9]1[C:13]([C:14]([O:16]CC)=[O:15])=[CH:12][N:11]([CH2:19][O:20][CH2:21][CH2:22][Si:23]([CH3:26])([CH3:25])[CH3:24])[N:10]=1.[OH-].[Na+].Cl. Product: [S:1]1[C:5]2[CH2:6][CH2:7][CH2:8][C:4]=2[N:3]=[C:2]1[C:9]1[C:13]([C:14]([OH:16])=[O:15])=[CH:12][N:11]([CH2:19][O:20][CH2:21][CH2:22][Si:23]([CH3:26])([CH3:25])[CH3:24])[N:10]=1. The catalyst class is: 708. (4) Reactant: [CH3:1][C:2]1([CH3:9])[O:6][CH:5]([CH2:7][OH:8])[CH2:4][O:3]1.[H-].[Na+].Br[C:13]1[N:21]=[CH:20][CH:19]=[CH:18][C:14]=1[C:15]([OH:17])=[O:16].O. Product: [CH3:1][C:2]1([CH3:9])[O:6][CH:5]([CH2:7][O:8][C:13]2[N:21]=[CH:20][CH:19]=[CH:18][C:14]=2[C:15]([OH:17])=[O:16])[CH2:4][O:3]1. The catalyst class is: 12. (5) Reactant: [CH:1]1([C:4]([N:6]2[CH2:10][CH2:9][C@@H:8]([CH2:11][NH2:12])[CH2:7]2)=[O:5])[CH2:3][CH2:2]1.Cl[C:14]1[C:21]([N+:22]([O-:24])=[O:23])=[CH:20][CH:19]=[CH:18][C:15]=1[C:16]#[N:17].CCN(C(C)C)C(C)C. Product: [CH:1]1([C:4]([N:6]2[CH2:10][CH2:9][C@@H:8]([CH2:11][NH:12][C:14]3[C:21]([N+:22]([O-:24])=[O:23])=[CH:20][CH:19]=[CH:18][C:15]=3[C:16]#[N:17])[CH2:7]2)=[O:5])[CH2:2][CH2:3]1. The catalyst class is: 12.